This data is from TCR-epitope binding with 47,182 pairs between 192 epitopes and 23,139 TCRs. The task is: Binary Classification. Given a T-cell receptor sequence (or CDR3 region) and an epitope sequence, predict whether binding occurs between them. (1) Result: 0 (the TCR does not bind to the epitope). The epitope is TLIGDCATV. The TCR CDR3 sequence is CASSLALAYTEAFF. (2) The epitope is FLNGSCGSV. The TCR CDR3 sequence is CASSPDRDGYTF. Result: 1 (the TCR binds to the epitope). (3) The epitope is GILGFVFTL. The TCR CDR3 sequence is CASSIHGAGTEAFF. Result: 1 (the TCR binds to the epitope). (4) The epitope is VLWAHGFEL. The TCR CDR3 sequence is CASSLGWGDNEQFF. Result: 1 (the TCR binds to the epitope). (5) The epitope is GILGFVFTL. The TCR CDR3 sequence is CASSQGLPQIYEQYF. Result: 0 (the TCR does not bind to the epitope). (6) The epitope is NLWNTFTRL. The TCR CDR3 sequence is CASSLASSSGGRYNEQFF. Result: 1 (the TCR binds to the epitope). (7) The epitope is IQYIDIGNY. The TCR CDR3 sequence is CASSLPGFLETQYF. Result: 0 (the TCR does not bind to the epitope). (8) The epitope is KPLEFGATSAAL. The TCR CDR3 sequence is CASSLSWAGGSGTDTQYF. Result: 1 (the TCR binds to the epitope). (9) The epitope is YIFFASFYY. The TCR CDR3 sequence is CASSQGEQGGTYEQYF. Result: 1 (the TCR binds to the epitope).